From a dataset of Forward reaction prediction with 1.9M reactions from USPTO patents (1976-2016). Predict the product of the given reaction. Given the reactants [F:1][C:2]1[C:3]([NH:28][C@@H:29]([C:35]([CH3:38])([CH3:37])[CH3:36])[CH2:30][C:31]([O:33][CH3:34])=[O:32])=[N:4][C:5]([C:8]2[C:16]3[C:11](=[N:12][CH:13]=[C:14]([F:17])[CH:15]=3)[N:10](S(C3C=CC(C)=CC=3)(=O)=O)[CH:9]=2)=[N:6][CH:7]=1.Cl, predict the reaction product. The product is: [F:1][C:2]1[C:3]([NH:28][C@@H:29]([C:35]([CH3:38])([CH3:37])[CH3:36])[CH2:30][C:31]([O:33][CH3:34])=[O:32])=[N:4][C:5]([C:8]2[C:16]3[C:11](=[N:12][CH:13]=[C:14]([F:17])[CH:15]=3)[NH:10][CH:9]=2)=[N:6][CH:7]=1.